This data is from Reaction yield outcomes from USPTO patents with 853,638 reactions. The task is: Predict the reaction yield, written as a fraction of the theoretical maximum amount of product (1.0 means a 100% yield; for example, 0.34 means a 34% yield). (1) The reactants are Cl[C:2]1[CH:3]=[C:4]([NH:11][C:12]2[CH:17]=[CH:16][CH:15]=[C:14]([N:18]3[CH2:22][CH2:21][CH2:20][CH:19]3[CH3:23])[N:13]=2)[C:5]2[N:6]([CH:8]=[CH:9][N:10]=2)[N:7]=1.CC1(C)C(C)(C)OB([C:32]2[CH:33]=[C:34]3[C:38](=[CH:39][CH:40]=2)[NH:37][N:36]=[CH:35]3)O1.CC(C1C=C(C(C)C)C(C2C=CC=CC=2P(C2CCCCC2)C2CCCCC2)=C(C(C)C)C=1)C.C([O-])([O-])=O.[Na+].[Na+]. The catalyst is O1CCOCC1.O.C1C=CC(/C=C/C(/C=C/C2C=CC=CC=2)=O)=CC=1.C1C=CC(/C=C/C(/C=C/C2C=CC=CC=2)=O)=CC=1.C1C=CC(/C=C/C(/C=C/C2C=CC=CC=2)=O)=CC=1.[Pd].[Pd]. The product is [NH:37]1[C:38]2[C:34](=[CH:33][C:32]([C:2]3[CH:3]=[C:4]([NH:11][C:12]4[CH:17]=[CH:16][CH:15]=[C:14]([N:18]5[CH2:22][CH2:21][CH2:20][CH:19]5[CH3:23])[N:13]=4)[C:5]4[N:6]([CH:8]=[CH:9][N:10]=4)[N:7]=3)=[CH:40][CH:39]=2)[CH:35]=[N:36]1. The yield is 0.380. (2) The catalyst is CO.O.C(OCC)(=O)C. The reactants are C[O:2][C:3](=O)[CH:4]([O:8][C:9]1[N:30]=[CH:29][C:12]2[C:13]3[N:17]([CH2:18][CH2:19][O:20][C:11]=2[CH:10]=1)[CH:16]=[C:15]([C:21]1[N:22]([CH:26]([CH3:28])[CH3:27])[N:23]=[CH:24][N:25]=1)[N:14]=3)[CH:5]([CH3:7])[CH3:6].O.[OH-].[Li+].C[N:36](C(ON1N=NC2C=CC=NC1=2)=[N+](C)C)C.F[P-](F)(F)(F)(F)F.[Cl-].[NH4+].C(N(CC)CC)C. The yield is 0.430. The product is [CH:26]([N:22]1[C:21]([C:15]2[N:14]=[C:13]3[C:12]4[CH:29]=[N:30][C:9]([O:8][CH:4]([CH:5]([CH3:7])[CH3:6])[C:3]([NH2:36])=[O:2])=[CH:10][C:11]=4[O:20][CH2:19][CH2:18][N:17]3[CH:16]=2)=[N:25][CH:24]=[N:23]1)([CH3:28])[CH3:27]. (3) The reactants are [Cl:1][C:2]1[CH:7]=[C:6]([Cl:8])[CH:5]=[CH:4][C:3]=1[CH2:9][C@H:10]([NH:13][C:14](=[O:20])[O:15][C:16]([CH3:19])([CH3:18])[CH3:17])[CH2:11]O.C(N(CC)CC)C.CS(Cl)(=O)=O.[N-:33]=[N+:34]=[N-:35].[Na+]. The catalyst is C(Cl)Cl.CN(C=O)C.O.C(OCC)C. The product is [N:33]([CH2:11][C@@H:10]([NH:13][C:14](=[O:20])[O:15][C:16]([CH3:19])([CH3:18])[CH3:17])[CH2:9][C:3]1[CH:4]=[CH:5][C:6]([Cl:8])=[CH:7][C:2]=1[Cl:1])=[N+:34]=[N-:35]. The yield is 0.590. (4) The reactants are [Cl:1][C:2]1[CH:10]=[C:9]2[C:5]([CH:6]=[CH:7][N:8]2[CH2:11][O:12][CH2:13][CH2:14][Si:15]([CH3:18])([CH3:17])[CH3:16])=[C:4]([N+:19]([O-])=O)[CH:3]=1. The catalyst is C(O)(=O)C.[Fe]. The product is [Cl:1][C:2]1[CH:3]=[C:4]([NH2:19])[C:5]2[CH:6]=[CH:7][N:8]([CH2:11][O:12][CH2:13][CH2:14][Si:15]([CH3:17])([CH3:16])[CH3:18])[C:9]=2[CH:10]=1. The yield is 0.930. (5) The reactants are [CH2:1]([O:8][C:9](Cl)=[O:10])[C:2]1[CH:7]=[CH:6][CH:5]=[CH:4][CH:3]=1.C(N(CC)CC)C.[CH2:19]([NH:21][CH2:22][CH2:23][OH:24])[CH3:20]. The catalyst is C(Cl)Cl. The product is [CH2:19]([N:21]([CH2:22][CH2:23][OH:24])[C:9](=[O:10])[O:8][CH2:1][C:2]1[CH:7]=[CH:6][CH:5]=[CH:4][CH:3]=1)[CH3:20]. The yield is 0.970. (6) The reactants are Cl.Cl.[NH2:3][NH2:4].[Cl:5][C:6]1[CH:11]=[CH:10][C:9]([C:12]2[C:13](=O)[O:14][C:15](=[O:17])[CH:16]=2)=[CH:8][CH:7]=1. The catalyst is O. The product is [Cl:5][C:6]1[CH:11]=[CH:10][C:9]([C:12]2[C:13](=[O:14])[NH:3][NH:4][C:15](=[O:17])[CH:16]=2)=[CH:8][CH:7]=1. The yield is 0.810. (7) The catalyst is CN(C=O)C. The reactants are [NH2:1][CH2:2][C:3]1[CH:16]=[CH:15][C:14]2[O:13][C:12]3[C:7]4=[C:8]([C:17](=[O:20])[NH:18][N:19]=[C:6]4[C:5]=2[CH:4]=1)[CH:9]=[CH:10][CH:11]=3.C(N(C(C)C)CC)(C)C.Cl.N1C=CC([C:36]([NH2:38])=[NH:37])=N1.C(OCC)C. The yield is 0.830. The product is [O:20]=[C:17]1[C:8]2[CH:9]=[CH:10][CH:11]=[C:12]3[O:13][C:14]4[CH:15]=[CH:16][C:3]([CH2:2][NH:1][C:36]([NH2:38])=[NH:37])=[CH:4][C:5]=4[C:6]([C:7]=23)=[N:19][NH:18]1.